From a dataset of Full USPTO retrosynthesis dataset with 1.9M reactions from patents (1976-2016). Predict the reactants needed to synthesize the given product. (1) Given the product [NH2:1][C:2]1[N:11]=[C:10]([C:12]([N:14]2[CH2:22][C:21]3[C:16](=[CH:17][CH:18]=[CH:19][CH:20]=3)[CH2:15]2)=[O:13])[C:9]2[C:4](=[CH:5][CH:6]=[C:7]([C:23]3[CH:30]=[CH:29][CH:28]=[CH:27][C:24]=3[CH2:25][N:32]([CH2:33][CH3:34])[CH3:31])[CH:8]=2)[N:3]=1, predict the reactants needed to synthesize it. The reactants are: [NH2:1][C:2]1[N:11]=[C:10]([C:12]([N:14]2[CH2:22][C:21]3[C:16](=[CH:17][CH:18]=[CH:19][CH:20]=3)[CH2:15]2)=[O:13])[C:9]2[C:4](=[CH:5][CH:6]=[C:7]([C:23]3[CH:30]=[CH:29][CH:28]=[CH:27][C:24]=3[CH:25]=O)[CH:8]=2)[N:3]=1.[CH3:31][NH:32][CH2:33][CH3:34].C(O)(=O)C.C(O[BH-](OC(=O)C)OC(=O)C)(=O)C.[Na+]. (2) Given the product [CH2:28]([N:10]([CH2:3][C:4]1[CH:9]=[CH:8][CH:7]=[CH:6][CH:5]=1)[S:11]([C:14]1[CH:23]=[C:22]2[C:17]([CH:18]=[CH:19][C:20]([C:24]([OH:26])=[O:25])=[CH:21]2)=[CH:16][CH:15]=1)(=[O:12])=[O:13])[C:29]1[CH:30]=[CH:31][CH:32]=[CH:33][CH:34]=1, predict the reactants needed to synthesize it. The reactants are: [OH-].[K+].[CH2:3]([N:10]([CH2:28][C:29]1[CH:34]=[CH:33][CH:32]=[CH:31][CH:30]=1)[S:11]([C:14]1[CH:23]=[C:22]2[C:17]([CH:18]=[CH:19][C:20]([C:24]([O:26]C)=[O:25])=[CH:21]2)=[CH:16][CH:15]=1)(=[O:13])=[O:12])[C:4]1[CH:9]=[CH:8][CH:7]=[CH:6][CH:5]=1. (3) Given the product [N:31]1([CH2:6][CH2:7][C:8]2[O:9][C:10]3[CH:16]=[CH:15][C:14]([C:17]4[CH:18]=[CH:19][C:20]([C:23]([N:25]5[CH2:30][CH2:29][O:28][CH2:27][CH2:26]5)=[O:24])=[CH:21][CH:22]=4)=[CH:13][C:11]=3[CH:12]=2)[CH2:37][CH2:36][CH2:35][CH2:34][CH2:33][CH2:32]1, predict the reactants needed to synthesize it. The reactants are: CS(O[CH2:6][CH2:7][C:8]1[O:9][C:10]2[CH:16]=[CH:15][C:14]([C:17]3[CH:22]=[CH:21][C:20]([C:23]([N:25]4[CH2:30][CH2:29][O:28][CH2:27][CH2:26]4)=[O:24])=[CH:19][CH:18]=3)=[CH:13][C:11]=2[CH:12]=1)(=O)=O.[NH:31]1[CH2:37][CH2:36][CH2:35][CH2:34][CH2:33][CH2:32]1.